Task: Predict the product of the given reaction.. Dataset: Forward reaction prediction with 1.9M reactions from USPTO patents (1976-2016) (1) Given the reactants COC([CH2:5][N:6]1[C:19]2[C:14](=[CH:15][CH:16]=[CH:17][CH:18]=2)[C:8]2([CH2:13][CH2:12][NH:11][CH2:10][CH2:9]2)[C:7]1=[O:20])=O.[C:21]([CH:25]1[CH2:30][CH2:29][CH:28]([CH:31]=O)[CH2:27][CH2:26]1)([CH3:24])([CH3:23])[CH3:22].[C:33]([OH:36])(=[O:35])[CH3:34].C(O[BH-](OC(=O)C)OC(=O)C)(=O)C.[Na+], predict the reaction product. The product is: [CH3:34][C:33]([O:36][CH2:5][N:6]1[C:19]2[C:14](=[CH:15][C:16]([CH2:31][CH:28]3[CH2:27][CH2:26][CH:25]([C:21]([CH3:22])([CH3:23])[CH3:24])[CH2:30][CH2:29]3)=[CH:17][CH:18]=2)[C:8]2([CH2:9][CH2:10][NH:11][CH2:12][CH2:13]2)[C:7]1=[O:20])=[O:35]. (2) The product is: [CH3:60][C@@:45]12[C@@H:41]([OH:40])[CH2:42][CH2:43][C@H:44]1[C@@H:49]1[CH2:50][CH2:51][C:52]3[C@@:58]([CH3:59])([C@H:48]1[CH2:47][CH2:46]2)[CH2:57][CH2:56][C:54](=[O:55])[CH:53]=3. Given the reactants CNC1(C2C=CC=CC=2Cl)C(=O)CCCC1.CC1C=CC=C(C)C=1NC1SCCCN=1.CCCCCCC([O:40][C@@H:41]1[C@@:45]2([CH3:60])[CH2:46][CH2:47][C@@H:48]3[C@:58]4([CH3:59])[C:52](=[CH:53][C:54]([CH2:56][CH2:57]4)=[O:55])[CH2:51][CH2:50][C@H:49]3[C@@H:44]2[CH2:43][CH2:42]1)=O, predict the reaction product.